This data is from Catalyst prediction with 721,799 reactions and 888 catalyst types from USPTO. The task is: Predict which catalyst facilitates the given reaction. (1) The catalyst class is: 3. Product: [C:3]([CH:5]([C:14]1[C:23]2[C:18](=[CH:19][C:20]([O:26][CH3:27])=[C:21]([O:24][CH3:25])[CH:22]=2)[N:17]=[CH:16][C:15]=1[C:28]#[N:29])[C:6]([O:8][C:9]([CH3:12])([CH3:11])[CH3:10])=[O:7])#[N:4]. Reactant: [H-].[Na+].[C:3]([CH2:5][C:6]([O:8][C:9]([CH3:12])([CH3:11])[CH3:10])=[O:7])#[N:4].Cl[C:14]1[C:23]2[C:18](=[CH:19][C:20]([O:26][CH3:27])=[C:21]([O:24][CH3:25])[CH:22]=2)[N:17]=[CH:16][C:15]=1[C:28]#[N:29].CC(O)=O. (2) Reactant: [N:1]1[C:10]2[C:5](=[CH:6][CH:7]=[CH:8][CH:9]=2)[CH:4]=[CH:3][C:2]=1[N:11]1[CH2:16][CH2:15][CH:14]([O:17][C:18]2[C:19]([N:24]3[CH2:29][CH2:28][CH:27]([OH:30])[CH2:26][CH2:25]3)=[N:20][CH:21]=[CH:22][N:23]=2)[CH2:13][CH2:12]1.CC(OI1(OC(C)=O)(OC(C)=O)OC(=O)C2C=CC=CC1=2)=O. Product: [N:1]1[C:10]2[C:5](=[CH:6][CH:7]=[CH:8][CH:9]=2)[CH:4]=[CH:3][C:2]=1[N:11]1[CH2:12][CH2:13][CH:14]([O:17][C:18]2[C:19]([N:24]3[CH2:29][CH2:28][C:27](=[O:30])[CH2:26][CH2:25]3)=[N:20][CH:21]=[CH:22][N:23]=2)[CH2:15][CH2:16]1. The catalyst class is: 2. (3) Reactant: [NH:1]1[CH2:4][CH2:3][CH:2]1[CH2:5][N:6]([CH2:13][C:14]1[CH:19]=[CH:18][CH:17]=[CH:16][CH:15]=1)[C@H:7]([C:9](OC)=[O:10])[CH3:8].C(=O)([O-])[O-].[K+].[K+]. Product: [CH2:13]([N:6]1[CH2:5][CH:2]2[N:1]([CH2:4][CH2:3]2)[C:9](=[O:10])[CH:7]1[CH3:8])[C:14]1[CH:19]=[CH:18][CH:17]=[CH:16][CH:15]=1. The catalyst class is: 5. (4) Reactant: [N:1]([C@@H:4]1[CH2:9][CH2:8][O:7][C@@H:6]([C:10]2[CH:11]=[C:12]([CH:17]=[CH:18][CH:19]=2)[C:13]([O:15][CH3:16])=[O:14])[CH2:5]1)=[N+]=[N-].CO. Product: [NH2:1][C@@H:4]1[CH2:9][CH2:8][O:7][C@@H:6]([C:10]2[CH:11]=[C:12]([CH:17]=[CH:18][CH:19]=2)[C:13]([O:15][CH3:16])=[O:14])[CH2:5]1. The catalyst class is: 769. (5) Reactant: [CH3:1][O-:2].[Na+].[CH3:4][O:5][C:6](=[O:24])[C:7]1[C:12]([NH:13][C:14]2[CH:19]=[CH:18][C:17]([Br:20])=[CH:16][C:15]=2[F:21])=[C:11]([F:22])[C:10](Cl)=[N:9][CH:8]=1.CO. Product: [CH3:4][O:5][C:6](=[O:24])[C:7]1[C:12]([NH:13][C:14]2[CH:19]=[CH:18][C:17]([Br:20])=[CH:16][C:15]=2[F:21])=[C:11]([F:22])[C:10]([O:2][CH3:1])=[N:9][CH:8]=1. The catalyst class is: 1. (6) Reactant: [C:1]([OH:4])(=O)[CH3:2].[Cl:5][C:6]1[CH:11]=[CH:10][C:9]([CH2:12][NH2:13])=[CH:8][CH:7]=1.F[B-](F)(F)F.N1(OC(N(C)C)=[N+](C)C)C2C=CC=CC=2N=N1.C(N(C(C)C)C(C)C)C. Product: [Cl:5][C:6]1[CH:11]=[CH:10][C:9]([CH2:12][NH:13][C:1](=[O:4])[CH3:2])=[CH:8][CH:7]=1. The catalyst class is: 31.